Dataset: Catalyst prediction with 721,799 reactions and 888 catalyst types from USPTO. Task: Predict which catalyst facilitates the given reaction. (1) Reactant: [CH2:1]([O:5][C:6]1[CH:13]=[CH:12][C:9]([C:10]#[N:11])=[CH:8][CH:7]=1)[CH:2]([CH3:4])[CH3:3].CN(C)C=O.O.[SH2:20].[Na].[Cl-].[NH4+]. Product: [CH2:1]([O:5][C:6]1[CH:7]=[CH:8][C:9]([C:10](=[S:20])[NH2:11])=[CH:12][CH:13]=1)[CH:2]([CH3:4])[CH3:3]. The catalyst class is: 6. (2) Reactant: [NH:1]1[C:9]2[C:4](=[CH:5][CH:6]=[CH:7][CH:8]=2)[CH:3]=[N:2]1.[H-].[Na+].Cl[C:13]1[N:14]=[C:15]([N:32]2[CH2:37][CH2:36][O:35][CH2:34][CH2:33]2)[C:16]2[S:21][C:20]([CH2:22][N:23]3[CH2:28][CH2:27][CH:26]([N:29]([CH3:31])[CH3:30])[CH2:25][CH2:24]3)=[CH:19][C:17]=2[N:18]=1. Product: [N:1]1([C:13]2[N:14]=[C:15]([N:32]3[CH2:33][CH2:34][O:35][CH2:36][CH2:37]3)[C:16]3[S:21][C:20]([CH2:22][N:23]4[CH2:24][CH2:25][CH:26]([N:29]([CH3:31])[CH3:30])[CH2:27][CH2:28]4)=[CH:19][C:17]=3[N:18]=2)[C:9]2[C:4](=[CH:5][CH:6]=[CH:7][CH:8]=2)[CH:3]=[N:2]1. The catalyst class is: 18. (3) The catalyst class is: 6. Product: [CH:26]1([N:24]([CH3:25])[CH:20]2[CH2:19][CH2:18][C:17]([CH3:30])([CH3:29])[C:16]3[CH:15]=[C:14]([C:13]#[C:12][C:9]4[CH:10]=[CH:11][C:6]([CH2:5][C:4]([OH:32])=[O:3])=[C:7]([F:31])[CH:8]=4)[CH:23]=[CH:22][C:21]2=3)[CH2:28][CH2:27]1. Reactant: C([O:3][C:4](=[O:32])[CH2:5][C:6]1[CH:11]=[CH:10][C:9]([C:12]#[C:13][C:14]2[CH:23]=[CH:22][C:21]3[CH:20]([N:24]([CH:26]4[CH2:28][CH2:27]4)[CH3:25])[CH2:19][CH2:18][C:17]([CH3:30])([CH3:29])[C:16]=3[CH:15]=2)=[CH:8][C:7]=1[F:31])C.CO.O1CCCC1.O.[OH-].[Li+]. (4) The catalyst class is: 4. Reactant: C([O:5][CH:6]([C:11]1[C:16]([CH3:17])=[CH:15][CH:14]=[C:13]([CH:18]2[CH2:20][CH2:19]2)[C:12]=1[C:21]1[CH:22]=[CH:23][C:24]2[O:29][CH2:28][CH2:27][CH2:26][C:25]=2[CH:30]=1)[C:7]([O:9][CH3:10])=[O:8])(C)(C)C.FC(F)(F)C(O)=O.[Na]. Product: [CH:18]1([C:13]2[C:12]([C:21]3[CH:22]=[CH:23][C:24]4[O:29][CH2:28][CH2:27][CH2:26][C:25]=4[CH:30]=3)=[C:11]([CH:6]([OH:5])[C:7]([O:9][CH3:10])=[O:8])[C:16]([CH3:17])=[CH:15][CH:14]=2)[CH2:19][CH2:20]1. (5) Reactant: [F:1][C:2]1[C:7]([O:8][CH3:9])=[CH:6][CH:5]=[CH:4][C:3]=1[C:10](C)([CH3:20])[CH2:11][C:12]([C:16]([F:19])([F:18])[F:17])([OH:15])[CH2:13][OH:14].ClCCl.C(N(CC)CC)C.[Cl-].[NH4+]. Product: [F:1][C:2]1[C:7]([O:8][CH3:9])=[CH:6][CH:5]=[CH:4][C:3]=1[CH:10]([CH3:20])[CH2:11][C:12]([OH:15])([C:16]([F:18])([F:19])[F:17])[CH:13]=[O:14]. The catalyst class is: 16. (6) Reactant: Br[C:2]1[C:7]2[O:8][CH2:9][CH2:10][O:11][C:6]=2[CH:5]=[C:4]([CH:12]=[O:13])[CH:3]=1.[C:14]([Cu])#[N:15]. Product: [CH:12]([C:4]1[CH:3]=[C:2]([C:14]#[N:15])[C:7]2[O:8][CH2:9][CH2:10][O:11][C:6]=2[CH:5]=1)=[O:13]. The catalyst class is: 44.